From a dataset of Forward reaction prediction with 1.9M reactions from USPTO patents (1976-2016). Predict the product of the given reaction. (1) Given the reactants [F:1][C:2]1[N:7]=[C:6]([C:8]2[CH:13]=[CH:12][N:11]=[C:10]3[N:14]([S:18]([C:21]4[CH:26]=[CH:25][CH:24]=[CH:23][CH:22]=4)(=[O:20])=[O:19])[C:15](I)=[CH:16][C:9]=23)[CH:5]=[CH:4][CH:3]=1.CC1(C)C(C)(C)OB([C:35]2[CH2:40][CH2:39][N:38]([C:41]([O:43][C:44]([CH3:47])([CH3:46])[CH3:45])=[O:42])[CH2:37][CH:36]=2)O1.C(=O)(O)[O-].[Na+].O, predict the reaction product. The product is: [F:1][C:2]1[N:7]=[C:6]([C:8]2[CH:13]=[CH:12][N:11]=[C:10]3[N:14]([S:18]([C:21]4[CH:26]=[CH:25][CH:24]=[CH:23][CH:22]=4)(=[O:20])=[O:19])[C:15]([C:35]4[CH2:40][CH2:39][N:38]([C:41]([O:43][C:44]([CH3:47])([CH3:46])[CH3:45])=[O:42])[CH2:37][CH:36]=4)=[CH:16][C:9]=23)[CH:5]=[CH:4][CH:3]=1. (2) Given the reactants O.O.O.C([O-])(=O)C.[Pb+2:8].C([O-])(=O)C.[C:13]([OH:32])(=[O:31])[CH2:14][CH2:15][CH2:16][CH2:17][CH2:18][CH2:19][CH2:20]/[CH:21]=[CH:22]\[CH2:23][CH2:24][CH2:25][CH2:26][CH2:27][CH2:28][CH2:29][CH3:30].[C:33]([O-:52])(=[O:51])[CH2:34][CH2:35][CH2:36][CH2:37][CH2:38][CH2:39][CH2:40]/[CH:41]=[CH:42]\[CH2:43][CH2:44][CH2:45][CH2:46][CH2:47][CH2:48][CH2:49][CH3:50], predict the reaction product. The product is: [C:13]([O-:32])(=[O:31])[CH2:14][CH2:15][CH2:16][CH2:17][CH2:18][CH2:19][CH2:20]/[CH:21]=[CH:22]\[CH2:23][CH2:24][CH2:25][CH2:26][CH2:27][CH2:28][CH2:29][CH3:30].[Pb+2:8].[C:33]([O-:52])(=[O:51])[CH2:34][CH2:35][CH2:36][CH2:37][CH2:38][CH2:39][CH2:40]/[CH:41]=[CH:42]\[CH2:43][CH2:44][CH2:45][CH2:46][CH2:47][CH2:48][CH2:49][CH3:50]. (3) Given the reactants [N:1]1[CH:6]=[CH:5][CH:4]=[CH:3][CH:2]=1.[F:7][C:8]1[CH:9]=[C:10]2[C:14](=[CH:15][CH:16]=1)[N:13]([CH3:17])[C:12](=[O:18])[C:11]2=[O:19].FC(F)(F)S(O[C:26]1[CH:31]=[CH:30][CH:29]=[CH:28][C:27]=1[Si](C)(C)C)(=O)=O.[F-].[K+].O1CCOCCOCCOCCOCCOCC1, predict the reaction product. The product is: [F:7][C:8]1[CH:9]=[C:10]2[C:14](=[CH:15][CH:16]=1)[N:13]([CH3:17])[C:12](=[O:18])[C:11]2([O:19][C:26]1[CH:31]=[CH:30][CH:29]=[CH:28][CH:27]=1)[C:2]1[CH:3]=[CH:4][CH:5]=[CH:6][N:1]=1.